Dataset: Forward reaction prediction with 1.9M reactions from USPTO patents (1976-2016). Task: Predict the product of the given reaction. (1) Given the reactants [Br:1][C:2]1[CH:3]=[C:4]([CH:12]=[C:13]([CH2:15][OH:16])[CH:14]=1)[C:5]([O:7][C:8]([CH3:11])([CH3:10])[CH3:9])=[O:6].[CH3:17][S:18](Cl)(=[O:20])=[O:19].C(N(CC)CC)C, predict the reaction product. The product is: [Br:1][C:2]1[CH:3]=[C:4]([CH:12]=[C:13]([CH2:15][O:16][S:18]([CH3:17])(=[O:20])=[O:19])[CH:14]=1)[C:5]([O:7][C:8]([CH3:11])([CH3:10])[CH3:9])=[O:6]. (2) Given the reactants [CH2:1]([O:8][C:9](=[O:32])[CH2:10][C@@H:11]([NH:24][C:25]([O:27][C:28]([CH3:31])([CH3:30])[CH3:29])=[O:26])[C:12]([NH:14][C@H:15]([C:20](=[O:23])NC)C(C)(C)C)=[O:13])[C:2]1[CH:7]=[CH:6][CH:5]=[CH:4][CH:3]=1.Cl.Cl.N[C@H](CO)[CH2:37][C:38]1[N:42]=[CH:41][NH:40][CH:39]=1.CN(C(ON1N=NC2C=CC=CC1=2)=[N+](C)C)C.[B-](F)(F)(F)F, predict the reaction product. The product is: [CH2:1]([O:8][C:9](=[O:32])[CH2:10][C@@H:11]([NH:24][C:25]([O:27][C:28]([CH3:29])([CH3:30])[CH3:31])=[O:26])[C:12]([NH:14][C@@H:15]([CH2:37][C:38]1[N:42]=[CH:41][NH:40][CH:39]=1)[CH2:20][OH:23])=[O:13])[C:2]1[CH:7]=[CH:6][CH:5]=[CH:4][CH:3]=1. (3) Given the reactants C1(P(N=[N+]=[N-])(C2C=CC=CC=2)=[O:8])C=CC=CC=1.[CH3:18][C:19]([O:22][C:23]([N:25]1[CH2:30][CH2:29][CH2:28][C@H:27]([CH2:31][CH2:32]C(O)=O)[CH2:26]1)=[O:24])([CH3:21])[CH3:20].C([N:38]([CH2:41]C)CC)C.[CH2:43]([OH:50])[C:44]1[CH:49]=[CH:48][CH:47]=[CH:46][CH:45]=1, predict the reaction product. The product is: [C:44]1([CH2:43][O:50][C:41]([NH:38][CH2:32][CH2:31][C@H:27]2[CH2:28][CH2:29][CH2:30][N:25]([C:23]([O:22][C:19]([CH3:18])([CH3:20])[CH3:21])=[O:24])[CH2:26]2)=[O:8])[CH:49]=[CH:48][CH:47]=[CH:46][CH:45]=1.